This data is from Peptide-MHC class II binding affinity with 134,281 pairs from IEDB. The task is: Regression. Given a peptide amino acid sequence and an MHC pseudo amino acid sequence, predict their binding affinity value. This is MHC class II binding data. The peptide sequence is IVLNHMTGAQSGKGT. The MHC is HLA-DQA10401-DQB10402 with pseudo-sequence HLA-DQA10401-DQB10402. The binding affinity (normalized) is 0.255.